Dataset: Catalyst prediction with 721,799 reactions and 888 catalyst types from USPTO. Task: Predict which catalyst facilitates the given reaction. (1) Reactant: [N:1]1([CH2:7][CH2:8][O:9][C:10]2[CH:11]=[C:12]([C:16]3[N:20]4[CH:21]=[C:22]([S:25][C:26]5[CH:31]=[CH:30][C:29]([NH2:32])=[CH:28][CH:27]=5)[CH:23]=[CH:24][C:19]4=[N:18][N:17]=3)[CH:13]=[CH:14][CH:15]=2)[CH2:6][CH2:5][O:4][CH2:3][CH2:2]1.ClC(Cl)(Cl)C[O:36][C:37]([NH:39][C:40]1[N:44]([C:45]2[CH:50]=[CH:49][C:48]([CH3:51])=[CH:47][CH:46]=2)[N:43]=[C:42]([C:52]([CH3:55])([CH3:54])[CH3:53])[CH:41]=1)=O.CCN(C(C)C)C(C)C. Product: [C:52]([C:42]1[CH:41]=[C:40]([NH:39][C:37]([NH:32][C:29]2[CH:28]=[CH:27][C:26]([S:25][C:22]3[CH:23]=[CH:24][C:19]4[N:20]([C:16]([C:12]5[CH:13]=[CH:14][CH:15]=[C:10]([O:9][CH2:8][CH2:7][N:1]6[CH2:2][CH2:3][O:4][CH2:5][CH2:6]6)[CH:11]=5)=[N:17][N:18]=4)[CH:21]=3)=[CH:31][CH:30]=2)=[O:36])[N:44]([C:45]2[CH:50]=[CH:49][C:48]([CH3:51])=[CH:47][CH:46]=2)[N:43]=1)([CH3:55])([CH3:53])[CH3:54]. The catalyst class is: 16. (2) Reactant: [Cl:1][C:2]1[N:11]=[C:10](Cl)[C:9]2[C:4](=[CH:5][C:6]([O:15][CH3:16])=[C:7]([O:13][CH3:14])[CH:8]=2)[N:3]=1.Cl.[CH3:18][S:19]([C:22]1[CH:29]=[CH:28][C:25]([CH2:26]N)=[CH:24][CH:23]=1)(=[O:21])=[O:20].C(N(C(C)C)CC)(C)C.P(=O)(O)(O)O. Product: [Cl:1][C:2]1[N:11]=[C:10]([CH2:26][C:25]2[CH:24]=[CH:23][C:22]([S:19]([CH3:18])(=[O:21])=[O:20])=[CH:29][CH:28]=2)[C:9]2[C:4](=[CH:5][C:6]([O:15][CH3:16])=[C:7]([O:13][CH3:14])[CH:8]=2)[N:3]=1. The catalyst class is: 83. (3) Reactant: C([O:3][C:4]([C:6]1[CH:7]=[CH:8][C:9]([C:12]([O:14][CH3:15])=[O:13])=[N:10][CH:11]=1)=[CH2:5])C.C1C(=O)N([Br:23])C(=O)C1. Product: [Br:23][CH2:3][C:4]([C:6]1[CH:7]=[CH:8][C:9]([C:12]([O:14][CH3:15])=[O:13])=[N:10][CH:11]=1)=[O:5]. The catalyst class is: 20. (4) Reactant: [OH:1][C:2]([CH3:50])([CH3:49])[C:3]#[C:4][C:5]1[N:6]=[C:7]([N:20](C(OC(C)(C)C)=O)[CH2:21][C@@H:22]([NH:34]C(=O)OC(C)(C)C)[CH2:23][C:24]2[CH:29]=[CH:28][C:27]([C:30]([F:33])([F:32])[F:31])=[CH:26][CH:25]=2)[S:8][C:9]=1[C:10]1[CH:11]=[C:12]2[C:17](=[CH:18][CH:19]=1)[CH:16]=[N:15][CH:14]=[CH:13]2.C(O)(C(F)(F)F)=O. Product: [NH2:34][C@@H:22]([CH2:23][C:24]1[CH:25]=[CH:26][C:27]([C:30]([F:31])([F:33])[F:32])=[CH:28][CH:29]=1)[CH2:21][NH:20][C:7]1[S:8][C:9]([C:10]2[CH:11]=[C:12]3[C:17](=[CH:18][CH:19]=2)[CH:16]=[N:15][CH:14]=[CH:13]3)=[C:5]([C:4]#[C:3][C:2]([CH3:49])([OH:1])[CH3:50])[N:6]=1. The catalyst class is: 2. (5) Reactant: [NH:1]1[CH2:6][CH2:5][CH:4]([N:7]2[C:15]3[C:10](=[CH:11][CH:12]=[C:13]([C:16]([NH2:18])=[O:17])[CH:14]=3)[CH:9]=[CH:8]2)[CH2:3][CH2:2]1.[C:19]([C:22]1[CH:23]=[CH:24][C:25]([O:31][CH3:32])=[C:26]([CH2:28][CH:29]=O)[CH:27]=1)(=[O:21])[CH3:20].C(O[BH-](OC(=O)C)OC(=O)C)(=O)C.[Na+].C(=O)(O)[O-].[Na+]. Product: [C:19]([C:22]1[CH:23]=[CH:24][C:25]([O:31][CH3:32])=[C:26]([CH2:28][CH2:29][N:1]2[CH2:2][CH2:3][CH:4]([N:7]3[C:15]4[C:10](=[CH:11][CH:12]=[C:13]([C:16]([NH2:18])=[O:17])[CH:14]=4)[CH:9]=[CH:8]3)[CH2:5][CH2:6]2)[CH:27]=1)(=[O:21])[CH3:20]. The catalyst class is: 322. (6) The catalyst class is: 8. Product: [Cl:20][C:17]1[C:16]([S:21]([N:24]([O:27][CH3:28])[CH2:25][CH3:26])(=[O:22])=[O:23])=[C:15]([OH:29])[C:14]([NH:13][C:4]2[C:5](=[O:12])[C:6](=[O:11])[C:7]=2[O:8][CH2:9][CH3:10])=[CH:19][CH:18]=1. Reactant: C(O[C:4]1[C:5](=[O:12])[C:6](=[O:11])[C:7]=1[O:8][CH2:9][CH3:10])C.[NH2:13][C:14]1[C:15]([OH:29])=[C:16]([S:21]([N:24]([O:27][CH3:28])[CH2:25][CH3:26])(=[O:23])=[O:22])[C:17]([Cl:20])=[CH:18][CH:19]=1. (7) Reactant: [N+:1]([C:4]1[CH:9]=[CH:8][C:7]([C:10]2[CH:15]=[CH:14][CH:13]=[CH:12][CH:11]=2)=[C:6]([C:16]([F:19])([F:18])[F:17])[CH:5]=1)([O-])=O.[H][H]. Product: [C:10]1([C:7]2[CH:8]=[CH:9][C:4]([NH2:1])=[CH:5][C:6]=2[C:16]([F:17])([F:18])[F:19])[CH:11]=[CH:12][CH:13]=[CH:14][CH:15]=1. The catalyst class is: 171. (8) Reactant: [S:1]1[C:5]2[CH:6]=[CH:7][CH:8]=[CH:9][C:4]=2[N:3]=[C:2]1[NH:10][C:11]1[CH:40]=[CH:39][C:14]([O:15][C:16]2[C:17]([C:22]3([C:35]([O:37][CH3:38])=[O:36])[CH2:27][CH2:26][N:25]([C:28]([O:30][C:31]([CH3:34])([CH3:33])[CH3:32])=[O:29])[CH2:24][CH2:23]3)=[N:18][CH:19]=[CH:20][N:21]=2)=[CH:13][CH:12]=1.[CH3:41][C:42]([O:45][C:46](O[C:46]([O:45][C:42]([CH3:44])([CH3:43])[CH3:41])=[O:47])=[O:47])([CH3:44])[CH3:43].C1COCC1. Product: [S:1]1[C:5]2[CH:6]=[CH:7][CH:8]=[CH:9][C:4]=2[N:3]=[C:2]1[N:10]([C:46]([O:45][C:42]([CH3:44])([CH3:43])[CH3:41])=[O:47])[C:11]1[CH:12]=[CH:13][C:14]([O:15][C:16]2[C:17]([C:22]3([C:35]([O:37][CH3:38])=[O:36])[CH2:27][CH2:26][N:25]([C:28]([O:30][C:31]([CH3:32])([CH3:33])[CH3:34])=[O:29])[CH2:24][CH2:23]3)=[N:18][CH:19]=[CH:20][N:21]=2)=[CH:39][CH:40]=1. The catalyst class is: 2. (9) Reactant: [C:1]([O:5][C:6]([N:8]1[CH2:13][CH2:12][C:11](=[CH:14][C:15]([O:17][CH2:18][CH3:19])=[O:16])[CH2:10][CH2:9]1)=[O:7])([CH3:4])([CH3:3])[CH3:2]. Product: [CH2:18]([O:17][C:15](=[O:16])[CH2:14][CH:11]1[CH2:12][CH2:13][N:8]([C:6]([O:5][C:1]([CH3:4])([CH3:3])[CH3:2])=[O:7])[CH2:9][CH2:10]1)[CH3:19]. The catalyst class is: 29.